Dataset: Forward reaction prediction with 1.9M reactions from USPTO patents (1976-2016). Task: Predict the product of the given reaction. (1) Given the reactants C(S[CH2:4][CH2:5][CH2:6][O:7][C:8]1[N:16]=[C:15]2[C:11]([N:12]=[CH:13][N:14]2[CH2:17][C:18]2[CH:23]=[CH:22][CH:21]=[C:20]([CH2:24][C:25]([O:27][CH3:28])=[O:26])[CH:19]=2)=[C:10]([NH2:29])[N:9]=1)C.C(=O)([O-])O.[Na+].O[O:36][S:37]([O-:39])=O.[K+].[CH3:41][C:42](C)=O, predict the reaction product. The product is: [CH2:41]([S:37]([CH2:4][CH2:5][CH2:6][O:7][C:8]1[N:16]=[C:15]2[C:11]([N:12]=[CH:13][N:14]2[CH2:17][C:18]2[CH:23]=[CH:22][CH:21]=[C:20]([CH2:24][C:25]([O:27][CH3:28])=[O:26])[CH:19]=2)=[C:10]([NH2:29])[N:9]=1)(=[O:39])=[O:36])[CH3:42]. (2) Given the reactants [NH2:1][C:2]1[CH:7]=[CH:6][C:5]([C:8]([F:11])([F:10])[F:9])=[CH:4][C:3]=1[N:12]1[C:16]([CH3:17])=[CH:15][S:14][C:13]1=[S:18].[CH3:19][I:20], predict the reaction product. The product is: [I-:20].[NH2:1][C:2]1[CH:7]=[CH:6][C:5]([C:8]([F:9])([F:10])[F:11])=[CH:4][C:3]=1[N+:12]1[C:16]([CH3:17])=[CH:15][S:14][C:13]=1[S:18][CH3:19].